From a dataset of Peptide-MHC class I binding affinity with 185,985 pairs from IEDB/IMGT. Regression. Given a peptide amino acid sequence and an MHC pseudo amino acid sequence, predict their binding affinity value. This is MHC class I binding data. The peptide sequence is QLSNNKYVL. The MHC is HLA-A02:01 with pseudo-sequence HLA-A02:01. The binding affinity (normalized) is 0.307.